The task is: Predict the reaction yield, written as a fraction of the theoretical maximum amount of product (1.0 means a 100% yield; for example, 0.34 means a 34% yield).. This data is from Reaction yield outcomes from USPTO patents with 853,638 reactions. (1) The reactants are CO[C:3]([C:9]1[CH:14]=[CH:13][C:12]([O:15][C:16]2[CH:21]=[CH:20][CH:19]=[CH:18][CH:17]=2)=[CH:11][CH:10]=1)=[C:4]([C:7]#[N:8])[C:5]#[N:6].[Br:22][C:23]1[CH:24]=[N:25][CH:26]=[CH:27][C:28]=1[NH:29][NH2:30]. The catalyst is C(O)C. The product is [NH2:6][C:5]1[N:29]([C:28]2[CH:27]=[CH:26][N:25]=[CH:24][C:23]=2[Br:22])[N:30]=[C:3]([C:9]2[CH:14]=[CH:13][C:12]([O:15][C:16]3[CH:21]=[CH:20][CH:19]=[CH:18][CH:17]=3)=[CH:11][CH:10]=2)[C:4]=1[C:7]#[N:8]. The yield is 0.350. (2) The reactants are [S-2].[Na+].[Na+].CN1CCCC1=O.[CH3:11][N:12]([CH2:14][CH:15]([C:24]1([OH:30])[CH2:29][CH2:28][CH2:27][CH2:26][CH2:25]1)[C:16]1[CH:17]=[CH:18][C:19]([O:22]C)=[CH:20][CH:21]=1)[CH3:13].C(OC(=O)C)C. The catalyst is O. The product is [CH3:11][N:12]([CH2:14][CH:15]([C:24]1([OH:30])[CH2:29][CH2:28][CH2:27][CH2:26][CH2:25]1)[C:16]1[CH:17]=[CH:18][C:19]([OH:22])=[CH:20][CH:21]=1)[CH3:13]. The yield is 0.770.